This data is from Reaction yield outcomes from USPTO patents with 853,638 reactions. The task is: Predict the reaction yield, written as a fraction of the theoretical maximum amount of product (1.0 means a 100% yield; for example, 0.34 means a 34% yield). (1) The reactants are Br[C:2]1[CH:7]=[CH:6][C:5]([C:8]2[NH:9][C:10](=[O:24])[C:11]3[C:16]([CH:17]4[CH2:22][CH2:21][CH2:20][CH2:19][CH2:18]4)=[N:15][N:14]([CH3:23])[C:12]=3[N:13]=2)=[C:4]([O:25][CH2:26][CH3:27])[CH:3]=1.Cl.[CH3:29][N:30]([CH:41]1[CH2:46][CH2:45][NH:44][CH2:43][CH2:42]1)[C:31](=[O:40])[O:32][CH2:33][C:34]1[CH:39]=[CH:38][CH:37]=[CH:36][CH:35]=1. No catalyst specified. The product is [CH:17]1([C:16]2[C:11]3[C:10](=[O:24])[NH:9][C:8]([C:5]4[CH:6]=[CH:7][C:2]([N:44]5[CH2:43][CH2:42][CH:41]([N:30]([CH3:29])[C:31](=[O:40])[O:32][CH2:33][C:34]6[CH:39]=[CH:38][CH:37]=[CH:36][CH:35]=6)[CH2:46][CH2:45]5)=[CH:3][C:4]=4[O:25][CH2:26][CH3:27])=[N:13][C:12]=3[N:14]([CH3:23])[N:15]=2)[CH2:22][CH2:21][CH2:20][CH2:19][CH2:18]1. The yield is 0.770. (2) The reactants are [O:1]=[C:2]1[N:15]([C:16]2[CH:21]=[CH:20][CH:19]=[C:18]([C:22]([F:25])([F:24])[F:23])[CH:17]=2)[C:14]2[C:13]3[C:8](=[CH:9][CH:10]=[C:11]([C:26]4[C:34]5[C:29](=[N:30][CH:31]=[CH:32][CH:33]=5)[N:28](C(OC(C)(C)C)=O)[CH:27]=4)[N:12]=3)[N:7]=[CH:6][C:5]=2[CH:4]=[CH:3]1.Cl. The catalyst is ClCCl. The product is [NH:28]1[C:29]2=[N:30][CH:31]=[CH:32][CH:33]=[C:34]2[C:26]([C:11]2[N:12]=[C:13]3[C:8](=[CH:9][CH:10]=2)[N:7]=[CH:6][C:5]2[CH:4]=[CH:3][C:2](=[O:1])[N:15]([C:16]4[CH:21]=[CH:20][CH:19]=[C:18]([C:22]([F:23])([F:24])[F:25])[CH:17]=4)[C:14]3=2)=[CH:27]1. The yield is 0.277. (3) The reactants are [Br:1]Br.[N:3]1[C:12]2[C:7](=[CH:8][CH:9]=[CH:10][CH:11]=2)[N:6]=[CH:5][C:4]=1[OH:13]. The catalyst is CC(O)=O. The product is [Br:1][C:10]1[CH:11]=[C:12]2[C:7]([N:6]=[CH:5][C:4]([OH:13])=[N:3]2)=[CH:8][CH:9]=1. The yield is 0.900. (4) The reactants are [C:1]([C:5]1[CH:6]=[C:7]([NH:11][C:12]([CH:14]2[CH2:23][CH2:22][C:21]3[C:16](=[CH:17][C:18]([O:24][C:25]4[CH:30]=[CH:29][N:28]=[C:27]([N:31](CC5C=CC(OC)=CC=5)[CH3:32])[CH:26]=4)=[CH:19][CH:20]=3)[CH2:15]2)=[O:13])[CH:8]=[CH:9][CH:10]=1)([CH3:4])([CH3:3])[CH3:2]. The yield is 0.949. The product is [C:1]([C:5]1[CH:6]=[C:7]([NH:11][C:12]([CH:14]2[CH2:23][CH2:22][C:21]3[C:16](=[CH:17][C:18]([O:24][C:25]4[CH:30]=[CH:29][N:28]=[C:27]([NH:31][CH3:32])[CH:26]=4)=[CH:19][CH:20]=3)[CH2:15]2)=[O:13])[CH:8]=[CH:9][CH:10]=1)([CH3:4])([CH3:2])[CH3:3]. The catalyst is C(Cl)Cl.C(O)(C(F)(F)F)=O. (5) The reactants are [CH3:1][S:2][C:3](=[NH:5])[NH2:4].[OH-].[Na+].[CH3:8][C:9]([O:12][C:13](O[C:13]([O:12][C:9]([CH3:11])([CH3:10])[CH3:8])=[O:14])=[O:14])([CH3:11])[CH3:10].O. The catalyst is C(Cl)Cl. The product is [C:13]([NH:5][C:3](=[NH:4])[S:2][CH3:1])([O:12][C:9]([CH3:11])([CH3:10])[CH3:8])=[O:14]. The yield is 0.260. (6) The reactants are [CH2:1]([N:3]([CH:38]1[CH2:43][CH2:42][O:41][CH2:40][CH2:39]1)[C:4]1[C:5]([CH3:37])=[C:6]([CH:22]=[C:23]([C:25]2[CH:26]=[N:27][C:28]([N:31]3[CH2:36][CH2:35][NH:34][CH2:33][CH2:32]3)=[CH:29][CH:30]=2)[CH:24]=1)[C:7]([NH:9][CH2:10][C:11]1[C:12](=[O:21])[NH:13][C:14]([CH3:20])=[CH:15][C:16]=1[CH2:17][CH2:18][CH3:19])=[O:8])[CH3:2].[CH3:44][N:45]1[CH2:50][CH2:49][C:48](=O)[CH2:47][CH2:46]1.C(O)(=O)C.C(O[BH-](OC(=O)C)OC(=O)C)(=O)C.[Na+]. The catalyst is ClC(Cl)C. The product is [CH2:1]([N:3]([CH:38]1[CH2:43][CH2:42][O:41][CH2:40][CH2:39]1)[C:4]1[C:5]([CH3:37])=[C:6]([CH:22]=[C:23]([C:25]2[CH:26]=[N:27][C:28]([N:31]3[CH2:36][CH2:35][N:34]([CH:48]4[CH2:49][CH2:50][N:45]([CH3:44])[CH2:46][CH2:47]4)[CH2:33][CH2:32]3)=[CH:29][CH:30]=2)[CH:24]=1)[C:7]([NH:9][CH2:10][C:11]1[C:12](=[O:21])[NH:13][C:14]([CH3:20])=[CH:15][C:16]=1[CH2:17][CH2:18][CH3:19])=[O:8])[CH3:2]. The yield is 0.410. (7) The reactants are [CH3:1][O:2][C:3]([C:5]1[N:6]([CH3:19])[C:7]2[C:12]([CH:13]=1)=[C:11]([N+:14]([O-])=O)[C:10]([O:17][CH3:18])=[CH:9][CH:8]=2)=[O:4].C([O-])=O.[NH4+]. The catalyst is CO.[Pd]. The yield is 0.670. The product is [CH3:1][O:2][C:3]([C:5]1[N:6]([CH3:19])[C:7]2[C:12]([CH:13]=1)=[C:11]([NH2:14])[C:10]([O:17][CH3:18])=[CH:9][CH:8]=2)=[O:4]. (8) The yield is 0.100. No catalyst specified. The reactants are [Cl:1][C:2]1[CH:7]=[CH:6][C:5]([C:8]2[O:9][CH:10]=[C:11]([CH2:13][CH2:14][NH2:15])[N:12]=2)=[CH:4][CH:3]=1.[F:16][C:17]([F:33])([F:32])[C:18]1[O:22][N:21]=[C:20]([C:23]2[CH:24]=[N:25][CH:26]=[C:27]([CH:31]=2)[C:28](O)=[O:29])[N:19]=1. The product is [Cl:1][C:2]1[CH:3]=[CH:4][C:5]([C:8]2[O:9][CH:10]=[C:11]([CH2:13][CH2:14][NH:15][C:28](=[O:29])[C:27]3[CH:31]=[C:23]([C:20]4[N:19]=[C:18]([C:17]([F:33])([F:32])[F:16])[O:22][N:21]=4)[CH:24]=[N:25][CH:26]=3)[N:12]=2)=[CH:6][CH:7]=1. (9) The reactants are [Br:1][C:2]1[CH:7]=[CH:6][C:5]([OH:8])=[CH:4][CH:3]=1.N1C=CN=C1.[CH:14]([Si:17](Cl)([CH:21]([CH3:23])[CH3:22])[CH:18]([CH3:20])[CH3:19])([CH3:16])[CH3:15].[NH4+].[Cl-]. The catalyst is ClCCCl. The product is [Br:1][C:2]1[CH:7]=[CH:6][C:5]([O:8][Si:17]([CH:21]([CH3:23])[CH3:22])([CH:18]([CH3:20])[CH3:19])[CH:14]([CH3:16])[CH3:15])=[CH:4][CH:3]=1. The yield is 0.990.